Dataset: Forward reaction prediction with 1.9M reactions from USPTO patents (1976-2016). Task: Predict the product of the given reaction. Given the reactants [CH3:1][C:2]1[CH:3]=[C:4]2[C:9](=[CH:10][CH:11]=1)[N:8]=[CH:7][N:6]=[CH:5]2.[Se](=O)=[O:13], predict the reaction product. The product is: [N:8]1[C:9]2[C:4](=[CH:3][C:2]([CH:1]=[O:13])=[CH:11][CH:10]=2)[CH:5]=[N:6][CH:7]=1.